Regression. Given two drug SMILES strings and cell line genomic features, predict the synergy score measuring deviation from expected non-interaction effect. From a dataset of NCI-60 drug combinations with 297,098 pairs across 59 cell lines. (1) Drug 1: C1CCC(C1)C(CC#N)N2C=C(C=N2)C3=C4C=CNC4=NC=N3. Drug 2: C1C(C(OC1N2C=NC3=C(N=C(N=C32)Cl)N)CO)O. Cell line: OVCAR-4. Synergy scores: CSS=-5.23, Synergy_ZIP=1.96, Synergy_Bliss=-3.75, Synergy_Loewe=-5.92, Synergy_HSA=-6.94. (2) Drug 1: CN(C)C1=NC(=NC(=N1)N(C)C)N(C)C. Drug 2: C(CCl)NC(=O)N(CCCl)N=O. Cell line: HCT-15. Synergy scores: CSS=5.64, Synergy_ZIP=1.22, Synergy_Bliss=5.19, Synergy_Loewe=-0.356, Synergy_HSA=2.03.